This data is from Peptide-MHC class I binding affinity with 185,985 pairs from IEDB/IMGT. The task is: Regression. Given a peptide amino acid sequence and an MHC pseudo amino acid sequence, predict their binding affinity value. This is MHC class I binding data. (1) The peptide sequence is RIRTWKSLVK. The MHC is HLA-B35:01 with pseudo-sequence HLA-B35:01. The binding affinity (normalized) is 0. (2) The peptide sequence is LVKSAWLSL. The MHC is HLA-A03:01 with pseudo-sequence HLA-A03:01. The binding affinity (normalized) is 0.0847. (3) The peptide sequence is LSVIPSNPY. The MHC is HLA-B15:01 with pseudo-sequence HLA-B15:01. The binding affinity (normalized) is 0.787. (4) The peptide sequence is HKELAITAL. The MHC is HLA-A24:03 with pseudo-sequence HLA-A24:03. The binding affinity (normalized) is 0.0847.